Dataset: Peptide-MHC class I binding affinity with 185,985 pairs from IEDB/IMGT. Task: Regression. Given a peptide amino acid sequence and an MHC pseudo amino acid sequence, predict their binding affinity value. This is MHC class I binding data. (1) The peptide sequence is RRELSKEKL. The MHC is HLA-A25:01 with pseudo-sequence HLA-A25:01. The binding affinity (normalized) is 0.0847. (2) The binding affinity (normalized) is 0.386. The peptide sequence is RENANQLVV. The MHC is Mamu-A11 with pseudo-sequence Mamu-A11. (3) The peptide sequence is ARQCRAPR. The MHC is HLA-B27:05 with pseudo-sequence HLA-B27:05. The binding affinity (normalized) is 0.374. (4) The peptide sequence is RSPERLERW. The binding affinity (normalized) is 0.265. The MHC is Mamu-A01 with pseudo-sequence Mamu-A01. (5) The peptide sequence is FIAQSKGLY. The MHC is Patr-B0101 with pseudo-sequence Patr-B0101. The binding affinity (normalized) is 0.